From a dataset of Full USPTO retrosynthesis dataset with 1.9M reactions from patents (1976-2016). Predict the reactants needed to synthesize the given product. (1) Given the product [C:32]([C:23]1[CH:22]=[C:21]([C:19]2[N:20]=[C:16]([CH2:15][N:1]3[CH2:6][CH2:5][O:4][CH2:3][CH2:2]3)[S:17][CH:18]=2)[CH:26]=[C:25]([C:27]([CH3:30])([CH3:29])[CH3:28])[C:24]=1[OH:31])([CH3:35])([CH3:34])[CH3:33], predict the reactants needed to synthesize it. The reactants are: [NH:1]1[CH2:6][CH2:5][O:4][CH2:3][CH2:2]1.C(N(CC)CC)C.Br[CH2:15][C:16]1[S:17][CH:18]=[C:19]([C:21]2[CH:26]=[C:25]([C:27]([CH3:30])([CH3:29])[CH3:28])[C:24]([OH:31])=[C:23]([C:32]([CH3:35])([CH3:34])[CH3:33])[CH:22]=2)[N:20]=1.C(OCC)(=O)C. (2) Given the product [OH:2][CH2:1][C:3]1[CH:8]=[C:7]([NH:9][C:10]2[N:15]=[CH:14][N:13]=[C:12]([NH:16][C:17]([CH:19]3[CH2:20][CH2:21]3)=[O:18])[CH:11]=2)[C:6](=[O:22])[N:5]2[C:23]3([CH2:31][CH2:30][CH2:29][CH2:28][CH2:27]3)[NH:24][C:25](=[O:26])[C:4]=12, predict the reactants needed to synthesize it. The reactants are: [CH:1]([C:3]1[CH:8]=[C:7]([NH:9][C:10]2[N:15]=[CH:14][N:13]=[C:12]([NH:16][C:17]([CH:19]3[CH2:21][CH2:20]3)=[O:18])[CH:11]=2)[C:6](=[O:22])[N:5]2[C:23]3([CH2:31][CH2:30][CH2:29][CH2:28][CH2:27]3)[NH:24][C:25](=[O:26])[C:4]=12)=[O:2]. (3) Given the product [N+:8]([C:5]1[CH:6]=[CH:7][C:2]([N:15]2[CH2:16][CH:13]([OH:12])[CH2:14]2)=[N:3][CH:4]=1)([O-:10])=[O:9], predict the reactants needed to synthesize it. The reactants are: Br[C:2]1[CH:7]=[CH:6][C:5]([N+:8]([O-:10])=[O:9])=[CH:4][N:3]=1.Cl.[OH:12][CH:13]1[CH2:16][NH:15][CH2:14]1.C(=O)([O-])[O-].[K+].[K+]. (4) Given the product [F:26][C:25]1[C:20]([CH2:19][O:18][C:16]2[CH:15]=[CH:14][C:13]([CH3:27])=[C:12]([N:10]3[CH2:11][C:3]4[C:4](=[N:5][CH:6]=[N:7][C:2]=4[O:38][CH3:36])[NH:8][C:9]3=[O:28])[CH:17]=2)=[N:21][CH:22]=[CH:23][CH:24]=1, predict the reactants needed to synthesize it. The reactants are: Cl[C:2]1[N:7]=[CH:6][N:5]=[C:4]2[NH:8][C:9](=[O:28])[N:10]([C:12]3[CH:17]=[C:16]([O:18][CH2:19][C:20]4[C:25]([F:26])=[CH:24][CH:23]=[CH:22][N:21]=4)[CH:15]=[CH:14][C:13]=3[CH3:27])[CH2:11][C:3]=12.CO.C[O-].[Na+].CN(C)[C:36](=[O:38])C.